Task: Predict which catalyst facilitates the given reaction.. Dataset: Catalyst prediction with 721,799 reactions and 888 catalyst types from USPTO Reactant: [Br:1][C:2]1[CH:19]=[CH:18][C:5]2[NH:6][C:7]([C:9]3[CH:14]=[CH:13][C:12]([C:15](=[O:17])[CH3:16])=[CH:11][CH:10]=3)=[N:8][C:4]=2[CH:3]=1.CO[CH:22](OC)[N:23]([CH3:25])[CH3:24]. Product: [Br:1][C:2]1[CH:19]=[CH:18][C:5]2[NH:6][C:7]([C:9]3[CH:10]=[CH:11][C:12]([C:15](=[O:17])/[CH:16]=[CH:22]/[N:23]([CH3:25])[CH3:24])=[CH:13][CH:14]=3)=[N:8][C:4]=2[CH:3]=1. The catalyst class is: 9.